From a dataset of Full USPTO retrosynthesis dataset with 1.9M reactions from patents (1976-2016). Predict the reactants needed to synthesize the given product. (1) Given the product [Cl:22][C:23]1[C:31]([F:32])=[C:30]2[C:26]([C:27]([S:13][C:12]3[C:2]([F:1])=[C:3]([CH:9]=[CH:10][CH:11]=3)[C:4]([O:6][CH2:7][CH3:8])=[O:5])=[C:28]([CH3:33])[NH:29]2)=[CH:25][CH:24]=1, predict the reactants needed to synthesize it. The reactants are: [F:1][C:2]1[C:12]([SH:13])=[CH:11][CH:10]=[CH:9][C:3]=1[C:4]([O:6][CH2:7][CH3:8])=[O:5].ClN1C(=O)CCC1=O.[Cl:22][C:23]1[C:31]([F:32])=[C:30]2[C:26]([CH:27]=[C:28]([CH3:33])[NH:29]2)=[CH:25][CH:24]=1. (2) Given the product [N+:10]([C:5]1[CH:4]=[CH:3][C:2]([O:1][CH2:17][C:16]#[CH:15])=[CH:9][C:6]=1[CH:7]=[O:8])([O-:12])=[O:11], predict the reactants needed to synthesize it. The reactants are: [OH:1][C:2]1[CH:3]=[CH:4][C:5]([N+:10]([O-:12])=[O:11])=[C:6]([CH:9]=1)[CH:7]=[O:8].[I-].[Na+].[CH2:15](Br)[C:16]#[CH:17].C(N(C(C)C)C(C)C)C. (3) Given the product [CH3:1][C:2]1[C:3]([NH2:17])=[CH:4][S:5][C:6]=1[C:7]1[CH:12]=[CH:11][CH:10]=[CH:9][CH:8]=1, predict the reactants needed to synthesize it. The reactants are: [CH3:1][C:2]1[C:3]([NH:17]C(=O)C(F)(F)F)=[C:4](C(OC)=O)[S:5][C:6]=1[C:7]1[CH:12]=[CH:11][CH:10]=[CH:9][CH:8]=1.[OH-].[Na+].Cl. (4) Given the product [Br:18][CH2:19][CH2:20][N:9]1[C:10]2[C:5](=[CH:4][C:3]([O:2][CH3:1])=[C:12]([CH3:13])[C:11]=2[CH3:14])[CH2:6][C:7]2([CH2:15][CH2:16][CH2:17]2)[CH2:8]1, predict the reactants needed to synthesize it. The reactants are: [CH3:1][O:2][C:3]1[CH:4]=[C:5]2[C:10](=[C:11]([CH3:14])[C:12]=1[CH3:13])[NH:9][CH2:8][C:7]1([CH2:17][CH2:16][CH2:15]1)[CH2:6]2.[Br:18][CH2:19][CH2:20]Br.C([O-])([O-])=O.[Cs+].[Cs+].O.